From a dataset of Full USPTO retrosynthesis dataset with 1.9M reactions from patents (1976-2016). Predict the reactants needed to synthesize the given product. Given the product [N:7]1[CH:2]=[CH:3][C:4]([NH:8][C:9]2[CH:10]=[CH:11][C:12]([C:13]([OH:15])=[O:14])=[CH:16][CH:17]=2)=[N:5][CH:6]=1, predict the reactants needed to synthesize it. The reactants are: Cl[C:2]1[N:7]=[CH:6][N:5]=[C:4]([NH:8][C:9]2[CH:17]=[CH:16][C:12]([C:13]([OH:15])=[O:14])=[CH:11][CH:10]=2)[CH:3]=1.